This data is from Peptide-MHC class I binding affinity with 185,985 pairs from IEDB/IMGT. The task is: Regression. Given a peptide amino acid sequence and an MHC pseudo amino acid sequence, predict their binding affinity value. This is MHC class I binding data. (1) The peptide sequence is SILLYASL. The MHC is H-2-Kb with pseudo-sequence H-2-Kb. The binding affinity (normalized) is 0.748. (2) The peptide sequence is QPFPQPQLPY. The MHC is HLA-B53:01 with pseudo-sequence HLA-B53:01. The binding affinity (normalized) is 0.487. (3) The peptide sequence is VTTEVAFGL. The MHC is HLA-A02:01 with pseudo-sequence HLA-A02:01. The binding affinity (normalized) is 0.609. (4) The peptide sequence is GMSLNFPIAKV. The MHC is Mamu-B03 with pseudo-sequence Mamu-B03. The binding affinity (normalized) is 0.0802. (5) The peptide sequence is HIMPNSFRV. The MHC is HLA-A02:12 with pseudo-sequence HLA-A02:12. The binding affinity (normalized) is 1.00. (6) The peptide sequence is HTASGEHSL. The MHC is HLA-A32:01 with pseudo-sequence HLA-A32:01. The binding affinity (normalized) is 0.132. (7) The peptide sequence is ISPRTLNAW. The MHC is Mamu-B08 with pseudo-sequence Mamu-B08. The binding affinity (normalized) is 0. (8) The peptide sequence is GFEARIVDK. The MHC is HLA-A11:01 with pseudo-sequence HLA-A11:01. The binding affinity (normalized) is 0.158.